Dataset: NCI-60 drug combinations with 297,098 pairs across 59 cell lines. Task: Regression. Given two drug SMILES strings and cell line genomic features, predict the synergy score measuring deviation from expected non-interaction effect. (1) Drug 1: C1CCN(CC1)CCOC2=CC=C(C=C2)C(=O)C3=C(SC4=C3C=CC(=C4)O)C5=CC=C(C=C5)O. Drug 2: CC1=CC2C(CCC3(C2CCC3(C(=O)C)OC(=O)C)C)C4(C1=CC(=O)CC4)C. Cell line: SF-268. Synergy scores: CSS=-6.69, Synergy_ZIP=6.29, Synergy_Bliss=-4.21, Synergy_Loewe=-13.4, Synergy_HSA=-13.8. (2) Drug 1: CC1=C(N=C(N=C1N)C(CC(=O)N)NCC(C(=O)N)N)C(=O)NC(C(C2=CN=CN2)OC3C(C(C(C(O3)CO)O)O)OC4C(C(C(C(O4)CO)O)OC(=O)N)O)C(=O)NC(C)C(C(C)C(=O)NC(C(C)O)C(=O)NCCC5=NC(=CS5)C6=NC(=CS6)C(=O)NCCC[S+](C)C)O. Drug 2: C#CCC(CC1=CN=C2C(=N1)C(=NC(=N2)N)N)C3=CC=C(C=C3)C(=O)NC(CCC(=O)O)C(=O)O. Cell line: OVCAR-5. Synergy scores: CSS=18.4, Synergy_ZIP=-4.53, Synergy_Bliss=0.690, Synergy_Loewe=-0.595, Synergy_HSA=-0.548. (3) Drug 1: C1=CC=C(C(=C1)C(C2=CC=C(C=C2)Cl)C(Cl)Cl)Cl. Drug 2: CC12CCC3C(C1CCC2OP(=O)(O)O)CCC4=C3C=CC(=C4)OC(=O)N(CCCl)CCCl.[Na+]. Cell line: NCIH23. Synergy scores: CSS=5.91, Synergy_ZIP=0.584, Synergy_Bliss=-0.159, Synergy_Loewe=3.92, Synergy_HSA=0.870. (4) Drug 1: CCC1=CC2CC(C3=C(CN(C2)C1)C4=CC=CC=C4N3)(C5=C(C=C6C(=C5)C78CCN9C7C(C=CC9)(C(C(C8N6C)(C(=O)OC)O)OC(=O)C)CC)OC)C(=O)OC.C(C(C(=O)O)O)(C(=O)O)O. Drug 2: CN1C(=O)N2C=NC(=C2N=N1)C(=O)N. Cell line: NCIH23. Synergy scores: CSS=12.6, Synergy_ZIP=0.574, Synergy_Bliss=-0.255, Synergy_Loewe=-50.7, Synergy_HSA=-1.63. (5) Drug 1: CS(=O)(=O)C1=CC(=C(C=C1)C(=O)NC2=CC(=C(C=C2)Cl)C3=CC=CC=N3)Cl. Drug 2: CS(=O)(=O)CCNCC1=CC=C(O1)C2=CC3=C(C=C2)N=CN=C3NC4=CC(=C(C=C4)OCC5=CC(=CC=C5)F)Cl. Cell line: OVCAR-5. Synergy scores: CSS=22.8, Synergy_ZIP=-3.37, Synergy_Bliss=3.25, Synergy_Loewe=0.846, Synergy_HSA=2.26. (6) Drug 1: CC(CN1CC(=O)NC(=O)C1)N2CC(=O)NC(=O)C2. Drug 2: CCN(CC)CCCC(C)NC1=C2C=C(C=CC2=NC3=C1C=CC(=C3)Cl)OC. Cell line: SNB-75. Synergy scores: CSS=13.0, Synergy_ZIP=-2.37, Synergy_Bliss=-0.819, Synergy_Loewe=-34.1, Synergy_HSA=0.0925. (7) Drug 1: CN(CCCl)CCCl.Cl. Drug 2: C1=NNC2=C1C(=O)NC=N2. Cell line: HCT-15. Synergy scores: CSS=7.55, Synergy_ZIP=-5.81, Synergy_Bliss=-7.52, Synergy_Loewe=-24.1, Synergy_HSA=-11.2.